This data is from Full USPTO retrosynthesis dataset with 1.9M reactions from patents (1976-2016). The task is: Predict the reactants needed to synthesize the given product. Given the product [CH:27]1([NH:30][C:31]([C:33]2[C:34]3[CH:42]=[CH:41][C:40]([O:43][C:2]4[CH:7]=[CH:6][N:5]=[C:4]5[CH:8]=[C:9]([C:11]([N:13]6[CH2:17][CH2:16][CH2:15][C@H:14]6[CH2:18][OH:19])=[O:12])[S:10][C:3]=45)=[CH:39][C:35]=3[S:36][C:37]=2[CH3:38])=[O:32])[CH2:29][CH2:28]1, predict the reactants needed to synthesize it. The reactants are: Cl[C:2]1[CH:7]=[CH:6][N:5]=[C:4]2[CH:8]=[C:9]([C:11]([N:13]3[CH2:17][CH2:16][CH2:15][C@H:14]3[CH2:18][O:19][Si](C(C)(C)C)(C)C)=[O:12])[S:10][C:3]=12.[CH:27]1([NH:30][C:31]([C:33]2[C:34]3[CH:42]=[CH:41][C:40]([OH:43])=[CH:39][C:35]=3[S:36][C:37]=2[CH3:38])=[O:32])[CH2:29][CH2:28]1.C([O-])([O-])=O.[Cs+].[Cs+].